Task: Regression. Given a peptide amino acid sequence and an MHC pseudo amino acid sequence, predict their binding affinity value. This is MHC class I binding data.. Dataset: Peptide-MHC class I binding affinity with 185,985 pairs from IEDB/IMGT The peptide sequence is GYLEGTRTL. The MHC is HLA-A31:01 with pseudo-sequence HLA-A31:01. The binding affinity (normalized) is 0.0847.